From a dataset of NCI-60 drug combinations with 297,098 pairs across 59 cell lines. Regression. Given two drug SMILES strings and cell line genomic features, predict the synergy score measuring deviation from expected non-interaction effect. (1) Drug 1: CCN(CC)CCNC(=O)C1=C(NC(=C1C)C=C2C3=C(C=CC(=C3)F)NC2=O)C. Drug 2: C1CN(CCN1C(=O)CCBr)C(=O)CCBr. Cell line: KM12. Synergy scores: CSS=35.3, Synergy_ZIP=-3.30, Synergy_Bliss=-2.23, Synergy_Loewe=-9.79, Synergy_HSA=-0.235. (2) Drug 1: C1=CC(=CC=C1CC(C(=O)O)N)N(CCCl)CCCl.Cl. Drug 2: C1CN(P(=O)(OC1)NCCCl)CCCl. Cell line: OVCAR-8. Synergy scores: CSS=16.0, Synergy_ZIP=-0.350, Synergy_Bliss=2.55, Synergy_Loewe=-3.51, Synergy_HSA=0.103. (3) Drug 1: CC1=C(N=C(N=C1N)C(CC(=O)N)NCC(C(=O)N)N)C(=O)NC(C(C2=CN=CN2)OC3C(C(C(C(O3)CO)O)O)OC4C(C(C(C(O4)CO)O)OC(=O)N)O)C(=O)NC(C)C(C(C)C(=O)NC(C(C)O)C(=O)NCCC5=NC(=CS5)C6=NC(=CS6)C(=O)NCCC[S+](C)C)O. Drug 2: CC1C(C(CC(O1)OC2CC(CC3=C2C(=C4C(=C3O)C(=O)C5=C(C4=O)C(=CC=C5)OC)O)(C(=O)CO)O)N)O.Cl. Cell line: NCI/ADR-RES. Synergy scores: CSS=21.3, Synergy_ZIP=-20.0, Synergy_Bliss=-27.9, Synergy_Loewe=-30.9, Synergy_HSA=-23.2. (4) Drug 2: CC1CCC2CC(C(=CC=CC=CC(CC(C(=O)C(C(C(=CC(C(=O)CC(OC(=O)C3CCCCN3C(=O)C(=O)C1(O2)O)C(C)CC4CCC(C(C4)OC)OCCO)C)C)O)OC)C)C)C)OC. Cell line: OVCAR-5. Synergy scores: CSS=34.6, Synergy_ZIP=-3.13, Synergy_Bliss=-6.41, Synergy_Loewe=-6.35, Synergy_HSA=-1.65. Drug 1: CC1=C2C(C(=O)C3(C(CC4C(C3C(C(C2(C)C)(CC1OC(=O)C(C(C5=CC=CC=C5)NC(=O)OC(C)(C)C)O)O)OC(=O)C6=CC=CC=C6)(CO4)OC(=O)C)OC)C)OC. (5) Drug 1: CC1=C2C(C(=O)C3(C(CC4C(C3C(C(C2(C)C)(CC1OC(=O)C(C(C5=CC=CC=C5)NC(=O)C6=CC=CC=C6)O)O)OC(=O)C7=CC=CC=C7)(CO4)OC(=O)C)O)C)OC(=O)C. Drug 2: C1=NNC2=C1C(=O)NC=N2. Cell line: BT-549. Synergy scores: CSS=33.5, Synergy_ZIP=-1.06, Synergy_Bliss=-2.19, Synergy_Loewe=-1.17, Synergy_HSA=-1.30. (6) Drug 1: CC1=CC=C(C=C1)C2=CC(=NN2C3=CC=C(C=C3)S(=O)(=O)N)C(F)(F)F. Drug 2: C1=NC2=C(N1)C(=S)N=CN2. Cell line: SN12C. Synergy scores: CSS=36.0, Synergy_ZIP=-3.87, Synergy_Bliss=2.62, Synergy_Loewe=-24.3, Synergy_HSA=-2.23.